This data is from Peptide-MHC class I binding affinity with 185,985 pairs from IEDB/IMGT. The task is: Regression. Given a peptide amino acid sequence and an MHC pseudo amino acid sequence, predict their binding affinity value. This is MHC class I binding data. (1) The binding affinity (normalized) is 0.568. The peptide sequence is YVIKVSSRV. The MHC is HLA-A26:01 with pseudo-sequence HLA-A26:01. (2) The peptide sequence is IAFCNWAFV. The binding affinity (normalized) is 0.0847. The MHC is HLA-A01:01 with pseudo-sequence HLA-A01:01.